Task: Predict the reactants needed to synthesize the given product.. Dataset: Full USPTO retrosynthesis dataset with 1.9M reactions from patents (1976-2016) (1) Given the product [CH3:15][O:14][C:10]1[CH:9]=[C:8]([CH:13]=[CH:12][CH:11]=1)[NH2:7], predict the reactants needed to synthesize it. The reactants are: C(OC(=O)[NH:7][C:8]1[CH:13]=[CH:12][CH:11]=[C:10]([O:14][C:15]2C(C(=O)NC3C=CC=CC=3)=CN=C(SC)N=2)[CH:9]=1)(C)(C)C.C(OC(=O)NC1C=CC=C(OC2C(C(=O)NC3C=CC=CC=3)=CN=C(S(C)(=O)=O)N=2)C=1)(C)(C)C.C(=O)([O-])[O-].[Cs+].[Cs+]. (2) Given the product [NH2:1][C:2]1[C:3]2[C:10]([C:11]3[CH:16]=[CH:15][C:14]([C@H:17]([NH:23][C:24]4[C:29]([C:30](=[O:41])[NH:31][C@H:32]([C:34]5[CH:35]=[CH:36][C:37]([F:40])=[CH:38][CH:39]=5)[CH3:33])=[CH:28][C:27]([C:42]#[N:43])=[CH:26][N:25]=4)[CH2:18][C:19]([O:21][CH3:22])=[O:20])=[CH:13][CH:12]=3)=[CH:9][NH:8][C:4]=2[N:5]=[CH:6][N:7]=1, predict the reactants needed to synthesize it. The reactants are: [NH2:1][C:2]1[C:3]2[C:10]([C:11]3[CH:16]=[CH:15][C:14]([C@H:17]([NH:23][C:24]4[C:29]([C:30](=[O:41])[NH:31][C@H:32]([C:34]5[CH:39]=[CH:38][C:37]([F:40])=[CH:36][CH:35]=5)[CH3:33])=[CH:28][C:27]([C:42]#[N:43])=[CH:26][N:25]=4)[CH2:18][C:19]([O:21][CH3:22])=[O:20])=[CH:13][CH:12]=3)=[CH:9][N:8](S(C3C=CC=CC=3)(=O)=O)[C:4]=2[N:5]=[CH:6][N:7]=1.C([O-])([O-])=O.[K+].[K+]. (3) Given the product [CH:17]1([N:1]2[CH2:6][CH2:5][CH2:4][CH:3]([C:7]([O:9][CH2:10][C:11]3[CH:16]=[CH:15][CH:14]=[CH:13][CH:12]=3)=[O:8])[CH2:2]2)[CH2:21][CH2:20][CH2:19][CH2:18]1, predict the reactants needed to synthesize it. The reactants are: [NH:1]1[CH2:6][CH2:5][CH2:4][CH:3]([C:7]([O:9][CH2:10][C:11]2[CH:16]=[CH:15][CH:14]=[CH:13][CH:12]=2)=[O:8])[CH2:2]1.[C:17]1(=O)[CH2:21][CH2:20][CH2:19][CH2:18]1.CC(O)=O.[BH-](OC(C)=O)(OC(C)=O)OC(C)=O.[Na+]. (4) Given the product [Br:26][C:3]1[C:4]([NH:17][C:18](=[O:25])[C:19]2[CH:20]=[CH:21][CH:22]=[CH:23][CH:24]=2)=[N:5][C:6]([NH:8][C:9]2[CH:10]=[CH:11][C:12]([C:15]#[N:16])=[CH:13][CH:14]=2)=[N:7][C:2]=1[Cl:1], predict the reactants needed to synthesize it. The reactants are: [Cl:1][C:2]1[N:7]=[C:6]([NH:8][C:9]2[CH:14]=[CH:13][C:12]([C:15]#[N:16])=[CH:11][CH:10]=2)[N:5]=[C:4]([NH:17][C:18](=[O:25])[C:19]2[CH:24]=[CH:23][CH:22]=[CH:21][CH:20]=2)[CH:3]=1.[Br:26]NC(=O)CCC(N)=O.C([O-])(=O)C.[NH4+].[OH-].[Na+].